Dataset: Full USPTO retrosynthesis dataset with 1.9M reactions from patents (1976-2016). Task: Predict the reactants needed to synthesize the given product. (1) Given the product [Br:19][CH2:10][C:6]1[CH:5]=[C:4]([CH:9]=[CH:8][CH:7]=1)[C:3]([NH:2][CH3:1])=[O:11], predict the reactants needed to synthesize it. The reactants are: [CH3:1][NH:2][C:3](=[O:11])[C:4]1[CH:9]=[CH:8][CH:7]=[C:6]([CH3:10])[CH:5]=1.C1C(=O)N([Br:19])C(=O)C1.CC(N=NC(C#N)(C)C)(C#N)C. (2) Given the product [C:9]1([C:3]2[N:4]=[C:5]([NH2:8])[N:6]=[N:7][C:2]=2[O:24][C:20]2[CH:21]=[CH:22][CH:23]=[C:18]([O:17][C:16]([F:15])([F:25])[F:26])[CH:19]=2)[CH:14]=[CH:13][CH:12]=[CH:11][CH:10]=1, predict the reactants needed to synthesize it. The reactants are: Br[C:2]1[N:7]=[N:6][C:5]([NH2:8])=[N:4][C:3]=1[C:9]1[CH:14]=[CH:13][CH:12]=[CH:11][CH:10]=1.[F:15][C:16]([F:26])([F:25])[O:17][C:18]1[CH:19]=[C:20]([OH:24])[CH:21]=[CH:22][CH:23]=1. (3) Given the product [C:1]([O:5][C:6]([N:8]1[C:12]2[CH:13]=[C:14]([C:17](=[O:22])[C:18]([F:19])([F:20])[F:21])[CH:15]=[CH:16][C:11]=2[N:10]=[C:9]1[C:23]1[C:28]([CH3:29])=[CH:27][CH:26]=[CH:25][C:24]=1[CH3:30])=[O:7])([CH3:4])([CH3:3])[CH3:2], predict the reactants needed to synthesize it. The reactants are: [C:1]([O:5][C:6]([N:8]1[C:12]2[CH:13]=[C:14]([CH:17]([OH:22])[C:18]([F:21])([F:20])[F:19])[CH:15]=[CH:16][C:11]=2[N:10]=[C:9]1[C:23]1[C:28]([CH3:29])=[CH:27][CH:26]=[CH:25][C:24]=1[CH3:30])=[O:7])([CH3:4])([CH3:3])[CH3:2].CC(OI1(OC(C)=O)(OC(C)=O)OC(=O)C2C=CC=CC1=2)=O. (4) Given the product [OH:33][C@H:34]([CH3:38])[C:35]([N:30]1[CH2:31][CH2:32][CH:27]([C:24]2[N:23]=[C:22]([NH:21][C:9]3[C:8]([O:1][C:2]4[CH:7]=[CH:6][CH:5]=[CH:4][CH:3]=4)=[CH:13][C:12]([S:14][C:15]4[CH:20]=[CH:19][CH:18]=[CH:17][N:16]=4)=[CH:11][N:10]=3)[S:26][N:25]=2)[CH2:28][CH2:29]1)=[O:36], predict the reactants needed to synthesize it. The reactants are: [O:1]([C:8]1[C:9]([NH:21][C:22]2[S:26][N:25]=[C:24]([CH:27]3[CH2:32][CH2:31][NH:30][CH2:29][CH2:28]3)[N:23]=2)=[N:10][CH:11]=[C:12]([S:14][C:15]2[CH:20]=[CH:19][CH:18]=[CH:17][N:16]=2)[CH:13]=1)[C:2]1[CH:7]=[CH:6][CH:5]=[CH:4][CH:3]=1.[OH:33][C@@H:34]([CH3:38])[C:35](O)=[O:36].Cl.C(N=C=NCCCN(C)C)C.C(N(CC)CC)C. (5) Given the product [ClH:23].[CH2:37]([NH:14][C:12]([NH:11][C:15](=[NH:16])[N:17]1[CH2:22][CH2:21][S:20][CH2:19][CH2:18]1)=[NH:13])[CH2:30][CH2:35][CH2:34][CH2:33][CH2:32][CH2:31][CH2:36][CH2:28][CH3:29], predict the reactants needed to synthesize it. The reactants are: C([N:11]([C:15]#[N:16])[C:12]([NH2:14])=[NH:13])CCCCCCCCC.[NH:17]1[CH2:22][CH2:21][S:20][CH2:19][CH2:18]1.[ClH:23].C(O[CH2:28][CH3:29])(=O)C.[C:30]1([CH3:37])[C:31]([CH3:36])=[CH:32][CH:33]=[CH:34][CH:35]=1. (6) Given the product [ClH:9].[ClH:9].[NH2:1][CH:2]1[CH2:7][CH2:6][CH:5]([NH:8][C:10]2[N:18]=[C:17]3[C:13]([N:14]=[CH:15][N:16]3[CH:19]3[CH2:23][CH2:22][O:21][CH2:20]3)=[C:12]([NH:24][CH2:25][C:26]3[CH:31]=[CH:30][CH:29]=[CH:28][CH:27]=3)[N:11]=2)[CH2:4][CH2:3]1, predict the reactants needed to synthesize it. The reactants are: [NH2:1][C@H:2]1[CH2:7][CH2:6][C@H:5]([NH2:8])[CH2:4][CH2:3]1.[Cl:9][C:10]1[N:18]=[C:17]2[C:13]([N:14]=[CH:15][N:16]2[CH:19]2[CH2:23][CH2:22][O:21][CH2:20]2)=[C:12]([NH:24][CH2:25][C:26]2[CH:31]=[CH:30][CH:29]=[CH:28][CH:27]=2)[N:11]=1.C(OCC)(=O)C.